From a dataset of Reaction yield outcomes from USPTO patents with 853,638 reactions. Predict the reaction yield, written as a fraction of the theoretical maximum amount of product (1.0 means a 100% yield; for example, 0.34 means a 34% yield). (1) The reactants are [CH:1]([C:4]1[CH:5]=[CH:6][C:7]([N+:11]([O-:13])=O)=[C:8]([CH:10]=1)[NH2:9])([CH3:3])[CH3:2].[N:14]#[C:15][NH2:16].[CH]Cl.[OH-].[Na+]. The catalyst is O. The product is [CH:1]([C:4]1[CH:5]=[CH:6][C:7]2[N+:11]([O-:13])=[N:14][C:15]([NH2:16])=[N:9][C:8]=2[CH:10]=1)([CH3:3])[CH3:2]. The yield is 0.520. (2) The reactants are [F:1][C:2]1[CH:3]=[C:4]([C@H:10]2[CH2:14][CH2:13][CH2:12][N:11]2[C:15]2[CH:20]=[CH:19][N:18]3[N:21]=[CH:22][C:23]([C:24](O)=[O:25])=[C:17]3[N:16]=2)[C:5]([O:8][CH3:9])=[N:6][CH:7]=1.C(N(CC)CC)C.ClC1C=C(Cl)C=C(Cl)C=1C(Cl)=O.[CH3:46][C:47]1[CH:51]=[C:50]([NH2:52])[NH:49][N:48]=1. The catalyst is C1COCC1. The product is [F:1][C:2]1[CH:3]=[C:4]([C@H:10]2[CH2:14][CH2:13][CH2:12][N:11]2[C:15]2[CH:20]=[CH:19][N:18]3[N:21]=[CH:22][C:23]([C:24]([NH:52][C:50]4[NH:49][N:48]=[C:47]([CH3:46])[CH:51]=4)=[O:25])=[C:17]3[N:16]=2)[C:5]([O:8][CH3:9])=[N:6][CH:7]=1. The yield is 0.190. (3) The reactants are O=[C:2]([CH:8]1[C:12](=O)[CH2:11][O:10][CH2:9]1)[C:3]([O:5][CH2:6][CH3:7])=[O:4].Cl.[Br:15][C:16]1[CH:17]=[C:18]([NH:22][NH2:23])[CH:19]=[CH:20][CH:21]=1. No catalyst specified. The product is [Br:15][C:16]1[CH:17]=[C:18]([N:22]2[CH:12]3[CH2:11][O:10][CH2:9][CH:8]3[C:2]([C:3]([O:5][CH2:6][CH3:7])=[O:4])=[N:23]2)[CH:19]=[CH:20][CH:21]=1. The yield is 0.110. (4) The reactants are [F:1][C:2]1[CH:27]=[CH:26][CH:25]=[C:24]([F:28])[C:3]=1[C:4]([NH:6][C:7]1[C:8]([C:12]2[NH:16][C:15]3[CH:17]=[CH:18][C:19]([C:21]([OH:23])=O)=[CH:20][C:14]=3[N:13]=2)=[N:9][NH:10][CH:11]=1)=[O:5].[CH3:29][N:30]1[CH2:35][CH2:34][NH:33][CH2:32][CH2:31]1.C(Cl)CCl.C1C=CC2N(O)N=NC=2C=1. The catalyst is CN(C=O)C.CCOC(C)=O. The product is [F:1][C:2]1[CH:27]=[CH:26][CH:25]=[C:24]([F:28])[C:3]=1[C:4]([NH:6][C:7]1[C:8]([C:12]2[NH:16][C:15]3[CH:17]=[CH:18][C:19]([C:21]([N:33]4[CH2:34][CH2:35][N:30]([CH3:29])[CH2:31][CH2:32]4)=[O:23])=[CH:20][C:14]=3[N:13]=2)=[N:9][NH:10][CH:11]=1)=[O:5]. The yield is 0.260. (5) The reactants are [CH3:1][O:2][C:3]1[CH:4]=[C:5]2[C:10](=[CH:11][C:12]=1[O:13][CH3:14])[N:9]=[CH:8][CH:7]=[C:6]2[O:15][C:16]1[CH:22]=[CH:21][C:19]([NH2:20])=[C:18]([CH3:23])[C:17]=1[CH3:24].C1(C)C=CC=CC=1.C(N(CC)CC)C.Cl[C:40](Cl)([O:42]C(=O)OC(Cl)(Cl)Cl)Cl.[F:51][C:52]1[CH:53]=[C:54]([CH:58]=[CH:59][CH:60]=1)[CH:55]([OH:57])[CH3:56]. The catalyst is C(Cl)Cl. The product is [CH3:1][O:2][C:3]1[CH:4]=[C:5]2[C:10](=[CH:11][C:12]=1[O:13][CH3:14])[N:9]=[CH:8][CH:7]=[C:6]2[O:15][C:16]1[CH:22]=[CH:21][C:19]([NH:20][C:40](=[O:42])[O:57][CH:55]([C:54]2[CH:58]=[CH:59][CH:60]=[C:52]([F:51])[CH:53]=2)[CH3:56])=[C:18]([CH3:23])[C:17]=1[CH3:24]. The yield is 0.640. (6) The reactants are Br[CH2:2][C:3]1[C:11]2[O:10][C:9]([C:12]3[CH:17]=[CH:16][C:15]([OH:18])=[CH:14][CH:13]=3)=[CH:8][C:7]=2[CH:6]=[C:5]([OH:19])[CH:4]=1.[NH:20]1[CH:24]=[CH:23][N:22]=[CH:21]1.O. The catalyst is CN(C=O)C. The product is [OH:18][C:15]1[CH:16]=[CH:17][C:12]([C:9]2[O:10][C:11]3[C:3]([CH2:2][N:20]4[CH:24]=[CH:23][N:22]=[CH:21]4)=[CH:4][C:5]([OH:19])=[CH:6][C:7]=3[CH:8]=2)=[CH:13][CH:14]=1. The yield is 0.880.